From a dataset of Reaction yield outcomes from USPTO patents with 853,638 reactions. Predict the reaction yield, written as a fraction of the theoretical maximum amount of product (1.0 means a 100% yield; for example, 0.34 means a 34% yield). (1) The reactants are Cl.[CH2:2]([O:4][C:5](=[O:8])[CH2:6][NH2:7])[CH3:3].[C:9]([O:13][CH2:14][CH3:15])(=[O:12])[CH:10]=[CH2:11].C(N(CC)CC)C. The catalyst is C(O)C. The product is [CH2:2]([O:4][C:5]([CH2:6][NH:7][CH2:11][CH2:10][C:9]([O:13][CH2:14][CH3:15])=[O:12])=[O:8])[CH3:3]. The yield is 0.670. (2) The reactants are [CH2:1]([O:3][C:4](=[O:10])[CH2:5][S:6]([CH3:9])(=[O:8])=[O:7])[CH3:2].[H-].[Na+].[Br:13][C:14]1[CH:19]=[CH:18][C:17]([CH2:20][CH2:21]I)=[CH:16][N:15]=1.[Cl-].[NH4+]. The catalyst is CN(C=O)C. The product is [Br:13][C:14]1[N:15]=[CH:16][C:17]([CH2:20][CH2:21][CH:5]([S:6]([CH3:9])(=[O:8])=[O:7])[C:4]([O:3][CH2:1][CH3:2])=[O:10])=[CH:18][CH:19]=1. The yield is 0.710. (3) The reactants are Br[C:2]1[N:3]=[C:4]([C:7]2[CH:12]=[CH:11][CH:10]=[C:9]([O:13][CH3:14])[CH:8]=2)[S:5][CH:6]=1.[CH3:15][O:16][C:17]1[CH:22]=[CH:21][C:20](B(O)O)=[CH:19][CH:18]=1. The catalyst is CCCCCC.C(OCC)(=O)C. The product is [CH3:15][O:16][C:17]1[CH:22]=[CH:21][C:20]([C:2]2[N:3]=[C:4]([C:7]3[CH:12]=[CH:11][CH:10]=[C:9]([O:13][CH3:14])[CH:8]=3)[S:5][CH:6]=2)=[CH:19][CH:18]=1. The yield is 0.790. (4) The reactants are [C:1]([SiH2:5][O:6][C:7]([CH3:16])([CH3:15])[C:8]1[CH:13]=[CH:12][N:11]=[C:10]([CH3:14])[CH:9]=1)([CH3:4])([CH3:3])[CH3:2].C1C=C(Cl)C=C(C(OO)=[O:25])C=1. The catalyst is ClCCl. The product is [C:1]([SiH2:5][O:6][C:7]([CH3:16])([CH3:15])[C:8]1[CH:13]=[CH:12][N+:11]([O-:25])=[C:10]([CH3:14])[CH:9]=1)([CH3:4])([CH3:3])[CH3:2]. The yield is 0.930.